Predict the product of the given reaction. From a dataset of Forward reaction prediction with 1.9M reactions from USPTO patents (1976-2016). (1) Given the reactants C([N:14]1[CH2:17][CH:16]([OH:18])[CH2:15]1)(C1C=CC=CC=1)C1C=CC=CC=1.C([O-])=O.[NH4+].[CH3:35][C:34]([O:33][C:31](O[C:31]([O:33][C:34]([CH3:37])([CH3:36])[CH3:35])=[O:32])=[O:32])([CH3:37])[CH3:36], predict the reaction product. The product is: [C:34]([O:33][C:31]([N:14]1[CH2:17][CH:16]([OH:18])[CH2:15]1)=[O:32])([CH3:35])([CH3:36])[CH3:37]. (2) Given the reactants C([O:8][N:9]1[C:14]2[N:15]=[CH:16][N:17]=[CH:18][C:13]=2[C:12]([NH:19][CH2:20][C:21]2[CH:26]=[CH:25][C:24]([O:27][CH3:28])=[CH:23][CH:22]=2)=[CH:11][C:10]1=[O:29])C1C=CC=CC=1.[H][H], predict the reaction product. The product is: [OH:8][N:9]1[C:14]2[N:15]=[CH:16][N:17]=[CH:18][C:13]=2[C:12]([NH:19][CH2:20][C:21]2[CH:26]=[CH:25][C:24]([O:27][CH3:28])=[CH:23][CH:22]=2)=[CH:11][C:10]1=[O:29]. (3) Given the reactants [O:1]1[C:6]2[CH:7]=[CH:8][CH:9]=[CH:10][C:5]=2[NH:4][C:3](=[O:11])[CH2:2]1.Br[CH2:13][C@@H:14]([CH3:24])[CH2:15][O:16][Si:17]([C:20]([CH3:23])([CH3:22])[CH3:21])([CH3:19])[CH3:18].C([O-])([O-])=O.[Cs+].[Cs+], predict the reaction product. The product is: [Si:17]([O:16][CH2:15][C@H:14]([CH3:24])[CH2:13][N:4]1[C:5]2[CH:10]=[CH:9][CH:8]=[CH:7][C:6]=2[O:1][CH2:2][C:3]1=[O:11])([C:20]([CH3:21])([CH3:22])[CH3:23])([CH3:18])[CH3:19].